From a dataset of Forward reaction prediction with 1.9M reactions from USPTO patents (1976-2016). Predict the product of the given reaction. (1) Given the reactants [O:1]=[C:2]1[NH:19][C:5]2([C:13]3[C:8](=[CH:9][CH:10]=[CH:11][CH:12]=3)[N:7]([CH2:14][C:15]([OH:17])=O)[C:6]2=[O:18])[C:4](=[O:20])[NH:3]1.[NH2:21][C:22]1[CH:23]=[N:24][CH:25]=[CH:26][CH:27]=1.C(N(CC)CC)C.C(O)(C(F)(F)F)=O, predict the reaction product. The product is: [N:24]1[CH:25]=[CH:26][CH:27]=[C:22]([NH:21][C:15](=[O:17])[CH2:14][N:7]2[C:8]3[C:13](=[CH:12][CH:11]=[CH:10][CH:9]=3)[C:5]3([C:4](=[O:20])[NH:3][C:2](=[O:1])[NH:19]3)[C:6]2=[O:18])[CH:23]=1. (2) Given the reactants O1CCCC1.[Cl:6][C:7]1[CH:12]=[CH:11][C:10]([NH:13][C:14](=[S:22])[CH2:15][CH2:16][CH2:17][CH:18]=[C:19]([CH3:21])[CH3:20])=[CH:9][CH:8]=1.II.C1(C2CCCCCCCCCC=2)CCCCCCCCNN=1, predict the reaction product. The product is: [Cl:6][C:7]1[CH:8]=[CH:9][C:10]([N:13]=[C:14]2[CH2:15][CH2:16][CH2:17][C:18](=[C:19]([CH3:20])[CH3:21])[S:22]2)=[CH:11][CH:12]=1. (3) Given the reactants [F:1][C:2]1[CH:9]=[CH:8][CH:7]=[C:6]([CH3:10])[C:3]=1[C:4]#[N:5].S(O)(C)(=O)=O.C1C(=O)N([Br:23])C(=O)C1, predict the reaction product. The product is: [Br:23][C:7]1[C:6]([CH3:10])=[C:3]([C:2]([F:1])=[CH:9][CH:8]=1)[C:4]#[N:5]. (4) Given the reactants [CH3:1][C:2]1([CH3:8])[CH2:7][O:6][CH2:5][CH2:4][NH:3]1.[CH3:9][C:10](C)=[O:11].C(=O)=O.C1OC1, predict the reaction product. The product is: [CH3:1][C:2]1([CH3:8])[CH2:7][O:6][CH2:5][CH2:4][N:3]1[CH2:9][CH2:10][OH:11]. (5) Given the reactants [CH3:1][O:2][C:3]1[CH:8]=[CH:7][C:6](/[CH:9]=[CH:10]/[C:11]2[CH:20]=[CH:19][C:14](C(OC)=O)=[CH:13][N:12]=2)=[CH:5][CH:4]=1.[OH-:21].[Na+].[CH3:23][OH:24], predict the reaction product. The product is: [CH3:1][O:2][C:3]1[CH:4]=[CH:5][C:6](/[CH:9]=[CH:10]/[C:11]2[N:12]=[CH:13][CH:14]=[CH:19][C:20]=2[C:23]([OH:24])=[O:21])=[CH:7][CH:8]=1. (6) Given the reactants C(N(CC)CC)C.[OH:8][C:9]1[CH:14]=[CH:13][C:12]([C:15]2[CH2:19][C:18]([C:21]([F:24])([F:23])[F:22])([OH:20])[O:17][N:16]=2)=[CH:11][CH:10]=1.[C:25]1([S:31](Cl)(=[O:33])=[O:32])[CH:30]=[CH:29][CH:28]=[CH:27][CH:26]=1, predict the reaction product. The product is: [OH:20][C:18]1([C:21]([F:24])([F:23])[F:22])[O:17][N:16]=[C:15]([C:12]2[CH:11]=[CH:10][C:9]([O:8][S:31]([C:25]3[CH:30]=[CH:29][CH:28]=[CH:27][CH:26]=3)(=[O:33])=[O:32])=[CH:14][CH:13]=2)[CH2:19]1. (7) Given the reactants [CH3:1][O:2][C:3]1[CH:4]=[C:5]2[C:10](=[CH:11][CH:12]=1)[NH:9][C@@H:8]([CH3:13])[C@H:7]([CH3:14])[C@H:6]2[NH:15][C:16](=[O:25])[O:17][CH2:18][C:19]1[CH:24]=[CH:23][CH:22]=[CH:21][CH:20]=1.N1C=CC=CC=1.[C:32](Cl)(=[O:34])[CH3:33].C(=O)(O)[O-].[Na+], predict the reaction product. The product is: [C:32]([N:9]1[C:10]2[C:5](=[CH:4][C:3]([O:2][CH3:1])=[CH:12][CH:11]=2)[C@H:6]([NH:15][C:16](=[O:25])[O:17][CH2:18][C:19]2[CH:20]=[CH:21][CH:22]=[CH:23][CH:24]=2)[C@@H:7]([CH3:14])[C@@H:8]1[CH3:13])(=[O:34])[CH3:33]. (8) Given the reactants [Cl:1][C:2]1[N:3]=[C:4](Cl)[C:5]2[CH:10]=[CH:9][N:8]([S:11]([C:14]3[CH:19]=[CH:18][C:17]([CH3:20])=[CH:16][CH:15]=3)(=[O:13])=[O:12])[C:6]=2[N:7]=1.[NH2:22][C:23]1[CH:31]=[CH:30][CH:29]=[C:28]([F:32])[C:24]=1[C:25]([OH:27])=[O:26], predict the reaction product. The product is: [Cl:1][C:2]1[N:3]=[C:4]([NH:22][C:23]2[CH:31]=[CH:30][CH:29]=[C:28]([F:32])[C:24]=2[C:25]([OH:27])=[O:26])[C:5]2[CH:10]=[CH:9][N:8]([S:11]([C:14]3[CH:19]=[CH:18][C:17]([CH3:20])=[CH:16][CH:15]=3)(=[O:13])=[O:12])[C:6]=2[N:7]=1. (9) Given the reactants [CH2:1]([N:8]=[C:9]=[S:10])[C:2]1[CH:7]=[CH:6][CH:5]=[CH:4][CH:3]=1.[CH2:11]1[O:19][C:18]2[CH:17]=[CH:16][C:15]([N:20]=[C:21]=[O:22])=[CH:14][C:13]=2[O:12]1.C([O:25]CC)C, predict the reaction product. The product is: [CH2:1]([N:8]1[C:9](=[O:25])[S:10][N:20]([C:15]2[CH:16]=[CH:17][C:18]3[O:19][CH2:11][O:12][C:13]=3[CH:14]=2)[C:21]1=[O:22])[C:2]1[CH:7]=[CH:6][CH:5]=[CH:4][CH:3]=1. (10) Given the reactants C([O:4][C:5]([C:7]1[C:12]([C:13]#[N:14])=[CH:11][C:10]([Br:15])=[CH:9][N:8]=1)=[O:6])(C)C.O.[OH-].[Li+].Cl, predict the reaction product. The product is: [Br:15][C:10]1[CH:11]=[C:12]([C:13]#[N:14])[C:7]([C:5]([OH:6])=[O:4])=[N:8][CH:9]=1.